The task is: Predict the reactants needed to synthesize the given product.. This data is from Full USPTO retrosynthesis dataset with 1.9M reactions from patents (1976-2016). Given the product [N:48]1[CH:53]=[CH:52][CH:51]=[C:50]([CH2:54][CH2:55][CH2:56][CH:57]([O:16][C:14](=[O:15])[CH2:13][N:8]([CH2:9][C:10]([N:39]2[CH2:38][CH2:37][N:36]([CH:35]([C:29]3[CH:30]=[CH:31][CH:32]=[CH:33][CH:34]=3)[C:42]3[CH:47]=[CH:46][CH:45]=[CH:44][CH:43]=3)[CH2:41][CH2:40]2)=[O:12])[C:6]([O:5][C:1]([CH3:2])([CH3:3])[CH3:4])=[O:7])[CH2:58][CH2:59][CH2:60][C:61]2[CH:62]=[N:63][CH:64]=[CH:65][CH:66]=2)[CH:49]=1, predict the reactants needed to synthesize it. The reactants are: [C:1]([O:5][C:6]([N:8]([CH2:13][C:14]([OH:16])=[O:15])[CH2:9][C:10]([OH:12])=O)=[O:7])([CH3:4])([CH3:3])[CH3:2].Cl.CN(C)CCCN=C=NCC.[C:29]1([CH:35]([C:42]2[CH:47]=[CH:46][CH:45]=[CH:44][CH:43]=2)[N:36]2[CH2:41][CH2:40][NH:39][CH2:38][CH2:37]2)[CH:34]=[CH:33][CH:32]=[CH:31][CH:30]=1.[N:48]1[CH:53]=[CH:52][CH:51]=[C:50]([CH2:54][CH2:55][CH2:56][CH:57](O)[CH2:58][CH2:59][CH2:60][C:61]2[CH:62]=[N:63][CH:64]=[CH:65][CH:66]=2)[CH:49]=1.C(N(CC)C(C)C)(C)C.